Dataset: Full USPTO retrosynthesis dataset with 1.9M reactions from patents (1976-2016). Task: Predict the reactants needed to synthesize the given product. (1) Given the product [NH2:2][CH2:1][CH:3]([C:10]1[CH:15]=[CH:14][CH:13]=[C:12]([O:16][CH3:17])[CH:11]=1)[CH2:4][C:5]([O:7][CH2:8][CH3:9])=[O:6], predict the reactants needed to synthesize it. The reactants are: [C:1]([CH:3]([C:10]1[CH:15]=[CH:14][CH:13]=[C:12]([O:16][CH3:17])[CH:11]=1)[CH2:4][C:5]([O:7][CH2:8][CH3:9])=[O:6])#[N:2]. (2) The reactants are: Br.[C:2]([N:19]1[CH2:24][CH2:23][NH:22][CH2:21][CH2:20]1)([O:4][CH2:5][CH:6]1[C:18]2[C:13](=[CH:14][CH:15]=[CH:16][CH:17]=2)[C:12]2[C:7]1=[CH:8][CH:9]=[CH:10][CH:11]=2)=[O:3].C([O-])(O)=O.[Na+]. Given the product [C:2]([N:19]1[CH2:20][CH2:21][NH:22][CH2:23][CH2:24]1)([O:4][CH2:5][CH:6]1[C:18]2[C:13](=[CH:14][CH:15]=[CH:16][CH:17]=2)[C:12]2[C:7]1=[CH:8][CH:9]=[CH:10][CH:11]=2)=[O:3], predict the reactants needed to synthesize it. (3) Given the product [CH3:21][C:20]([CH3:23])([O:19][C:17]([NH:6][C@H:5]([CH2:4][C:3]1[CH:10]=[C:11]([F:14])[CH:12]=[CH:13][C:2]=1[F:1])[CH2:7][C:32]([OH:36])=[O:15])=[O:18])[CH3:22], predict the reactants needed to synthesize it. The reactants are: [F:1][C:2]1[CH:13]=[CH:12][C:11]([F:14])=[CH:10][C:3]=1[CH2:4][CH:5]([C:7](O)=O)[NH2:6].[OH-:15].[Na+].[C:17](O[C:17]([O:19][C:20]([CH3:23])([CH3:22])[CH3:21])=[O:18])([O:19][C:20]([CH3:23])([CH3:22])[CH3:21])=[O:18].[C:32]([OH:36])(C)(C)C.